From a dataset of Forward reaction prediction with 1.9M reactions from USPTO patents (1976-2016). Predict the product of the given reaction. (1) Given the reactants [OH:1][CH2:2][C:3]1[CH:4]=[C:5]([C:9]2[CH:10]=[CH:11][C:12]([O:24][CH3:25])=[C:13]([CH:23]=2)[CH2:14][NH:15][C:16](=[O:22])[O:17][C:18]([CH3:21])([CH3:20])[CH3:19])[CH:6]=[CH:7][CH:8]=1.C[N+]1([O-])CCOCC1, predict the reaction product. The product is: [CH:2]([C:3]1[CH:4]=[C:5]([C:9]2[CH:10]=[CH:11][C:12]([O:24][CH3:25])=[C:13]([CH:23]=2)[CH2:14][NH:15][C:16](=[O:22])[O:17][C:18]([CH3:19])([CH3:20])[CH3:21])[CH:6]=[CH:7][CH:8]=1)=[O:1]. (2) Given the reactants [Cl:1][C:2]1[CH:7]=[CH:6][C:5]([NH:8][CH2:9][C:10]([O:12]CC)=[O:11])=[C:4]([O:15][C:16]2[CH:21]=[CH:20][C:19]([C:22]([F:25])([F:24])[F:23])=[C:18]([Cl:26])[CH:17]=2)[CH:3]=1.CO.[OH-].[Na+], predict the reaction product. The product is: [Cl:1][C:2]1[CH:7]=[CH:6][C:5]([NH:8][CH2:9][C:10]([OH:12])=[O:11])=[C:4]([O:15][C:16]2[CH:21]=[CH:20][C:19]([C:22]([F:23])([F:25])[F:24])=[C:18]([Cl:26])[CH:17]=2)[CH:3]=1. (3) Given the reactants [NH2:1][C:2]1[CH:10]=[C:6]([C:7]([OH:9])=[O:8])[C:5]([OH:11])=[CH:4][CH:3]=1.[N+:12]([C:15]1[CH:22]=[CH:21][C:18]([CH2:19]Br)=[CH:17][CH:16]=1)([O-:14])=[O:13], predict the reaction product. The product is: [N+:12]([C:15]1[CH:22]=[CH:21][C:18]([CH2:19][NH:1][C:2]2[CH:10]=[C:6]([C:7]([OH:9])=[O:8])[C:5]([OH:11])=[CH:4][CH:3]=2)=[CH:17][CH:16]=1)([O-:14])=[O:13]. (4) Given the reactants C[O:2][C:3]([C:5]1[C:14]2[C:9](=[CH:10][CH:11]=[CH:12][CH:13]=2)[N:8]=[C:7]([C:15]2[CH:20]=[CH:19][CH:18]=[CH:17][CH:16]=2)[C:6]=1[CH2:21][N:22]1[CH2:27][CH2:26][CH:25]([N:28]2[CH2:33][CH2:32][N:31]([C:34]([O:36][CH2:37][CH:38]3[C:50]4[CH:49]=[CH:48][CH:47]=[CH:46][C:45]=4[C:44]4[C:39]3=[CH:40][CH:41]=[CH:42][CH:43]=4)=[O:35])[CH2:30][CH2:29]2)[CH2:24][CH2:23]1)=[O:4].[ClH:51], predict the reaction product. The product is: [CH:40]1[C:39]2[CH:38]([CH2:37][O:36][C:34]([N:31]3[CH2:32][CH2:33][N:28]([CH:25]4[CH2:24][CH2:23][N:22]([CH2:21][C:6]5[C:7]([C:15]6[CH:16]=[CH:17][CH:18]=[CH:19][CH:20]=6)=[N:8][C:9]6[C:14]([C:5]=5[C:3]([OH:4])=[O:2])=[CH:13][CH:12]=[CH:11][CH:10]=6)[CH2:27][CH2:26]4)[CH2:29][CH2:30]3)=[O:35])[C:50]3[C:45](=[CH:46][CH:47]=[CH:48][CH:49]=3)[C:44]=2[CH:43]=[CH:42][CH:41]=1.[ClH:51]. (5) Given the reactants [Cl:1][C:2]1[N:7]=[C:6]([N:8]2[CH2:13][CH2:12][O:11][CH2:10][C@@H:9]2[CH3:14])[CH:5]=[C:4]([CH2:15][S:16]([CH3:19])(=[O:18])=[O:17])[N:3]=1.[CH3:20][C:21](C)([O-])C.[Na+].BrC(Br)C.C(Cl)Cl, predict the reaction product. The product is: [Cl:1][C:2]1[N:7]=[C:6]([N:8]2[CH2:13][CH2:12][O:11][CH2:10][C@@H:9]2[CH3:14])[CH:5]=[C:4]([C:15]2([S:16]([CH3:19])(=[O:18])=[O:17])[CH2:21][CH2:20]2)[N:3]=1. (6) Given the reactants [C:1]([O:5][C:6](=[O:45])[NH:7][CH2:8][CH:9]1[CH2:14][CH2:13][N:12]([C:15]2[CH:24]=[C:23]3[C:18]([CH:19]=[CH:20][CH:21]=[N:22]3)=[CH:17][C:16]=2[NH:25][C:26]([C:28]2[CH:29]=[N:30][N:31]3[CH:36]=[C:35]([O:37]CC4C=CC=CC=4)[CH:34]=[N:33][C:32]=23)=[O:27])[CH2:11][CH2:10]1)([CH3:4])([CH3:3])[CH3:2], predict the reaction product. The product is: [C:1]([O:5][C:6](=[O:45])[NH:7][CH2:8][CH:9]1[CH2:14][CH2:13][N:12]([C:15]2[CH:24]=[C:23]3[C:18]([CH:19]=[CH:20][CH:21]=[N:22]3)=[CH:17][C:16]=2[NH:25][C:26]([C:28]2[CH:29]=[N:30][N:31]3[CH:36]=[C:35]([OH:37])[CH:34]=[N:33][C:32]=23)=[O:27])[CH2:11][CH2:10]1)([CH3:4])([CH3:2])[CH3:3].